Predict the product of the given reaction. From a dataset of Forward reaction prediction with 1.9M reactions from USPTO patents (1976-2016). (1) Given the reactants [Si]([O:8][CH2:9][CH2:10][N:11]1[CH:19]=[C:18]2[C:13]([CH:14]=[CH:15][C:16]([NH:20][C:21]([C:23]3[C:27]4[C:28](=[O:34])[CH2:29][C:30]([CH3:33])([CH3:32])[CH2:31][C:26]=4[O:25][CH:24]=3)=[O:22])=[CH:17]2)=[N:12]1)(C(C)(C)C)(C)C.[F-].C([N+](CCCC)(CCCC)CCCC)CCC.O1CCCC1, predict the reaction product. The product is: [OH:8][CH2:9][CH2:10][N:11]1[CH:19]=[C:18]2[C:13]([CH:14]=[CH:15][C:16]([NH:20][C:21]([C:23]3[C:27]4[C:28](=[O:34])[CH2:29][C:30]([CH3:32])([CH3:33])[CH2:31][C:26]=4[O:25][CH:24]=3)=[O:22])=[CH:17]2)=[N:12]1. (2) Given the reactants [CH3:1][O:2][C:3]1[CH:8]=[CH:7][C:6]([OH:9])=[C:5]([N+:10]([O-])=O)[CH:4]=1, predict the reaction product. The product is: [NH2:10][C:5]1[CH:4]=[C:3]([O:2][CH3:1])[CH:8]=[CH:7][C:6]=1[OH:9].